Dataset: CYP3A4 inhibition data for predicting drug metabolism from PubChem BioAssay. Task: Regression/Classification. Given a drug SMILES string, predict its absorption, distribution, metabolism, or excretion properties. Task type varies by dataset: regression for continuous measurements (e.g., permeability, clearance, half-life) or binary classification for categorical outcomes (e.g., BBB penetration, CYP inhibition). Dataset: cyp3a4_veith. (1) The molecule is O=C(CN(c1ccccc1)S(=O)(=O)c1ccccc1[N+](=O)[O-])NN=C1CCCCCCC1. The result is 0 (non-inhibitor). (2) The drug is O=C1CN(/N=C\c2ccc([N+](=O)[O-])o2)C(=O)N1. The result is 0 (non-inhibitor). (3) The molecule is COc1ccc(NC(=O)c2ccc3c(=O)n(Cc4ccco4)c(=S)[nH]c3c2)c(OC)c1. The result is 0 (non-inhibitor). (4) The result is 1 (inhibitor). The compound is Cc1ccccc1-c1nc(NC2CC2)c2ccccc2n1. (5) The molecule is COc1ccc(-c2cc(C(F)(F)F)nc(N3CCOCC3)n2)cc1OC. The result is 1 (inhibitor). (6) The compound is CC1CCc2cccc3c2N1c1cc(C#N)c(C#N)cc1O3. The result is 0 (non-inhibitor).